Dataset: Full USPTO retrosynthesis dataset with 1.9M reactions from patents (1976-2016). Task: Predict the reactants needed to synthesize the given product. (1) Given the product [Cl:33][C:34]1[CH:45]=[CH:44][C:37]2[NH:38][C:39]([C@@H:41]([NH:43][C:11](=[O:12])[C:10]3[CH:14]=[CH:15][C:7]([N:6]4[C:5]5[CH2:20][CH2:21][CH2:22][CH2:23][C:4]=5[N:3]=[C:2]4[CH3:1])=[C:8]([C:16]([F:18])([F:19])[F:17])[CH:9]=3)[CH3:42])=[N:40][C:36]=2[CH:35]=1, predict the reactants needed to synthesize it. The reactants are: [CH3:1][C:2]1[N:6]([C:7]2[CH:15]=[CH:14][C:10]([C:11](O)=[O:12])=[CH:9][C:8]=2[C:16]([F:19])([F:18])[F:17])[C:5]2[CH2:20][CH2:21][CH2:22][CH2:23][C:4]=2[N:3]=1.C(N(C(C)C)CC)(C)C.[Cl:33][C:34]1[CH:45]=[CH:44][C:37]2[NH:38][C:39]([C@@H:41]([NH2:43])[CH3:42])=[N:40][C:36]=2[CH:35]=1.ClCl. (2) Given the product [CH2:1]1[C:10]2[C:5](=[C:6]([C:11]3[CH:16]=[CH:15][C:14]([C:17]([F:20])([F:18])[F:19])=[CH:13][C:12]=3[C:21]3[CH2:26][CH2:25][N:24]([C:27]([O:29][C:30]([CH3:33])([CH3:32])[CH3:31])=[O:28])[CH2:23][CH:22]=3)[CH:7]=[CH:8][CH:9]=2)[CH2:4][CH2:3][NH:2]1, predict the reactants needed to synthesize it. The reactants are: [CH:1]1[C:10]2[C:5](=[C:6]([C:11]3[CH:16]=[CH:15][C:14]([C:17]([F:20])([F:19])[F:18])=[CH:13][C:12]=3[C:21]3[CH2:26][CH2:25][N:24]([C:27]([O:29][C:30]([CH3:33])([CH3:32])[CH3:31])=[O:28])[CH2:23][CH:22]=3)[CH:7]=[CH:8][CH:9]=2)[CH:4]=[CH:3][N:2]=1.C(O)(=O)C. (3) Given the product [NH2:7][C@H:8]1[CH2:13][CH2:12][N:11]([CH2:14][C@@H:15]([C:16]2[C:25]3[C:20](=[CH:21][CH:22]=[C:23]([O:26][CH3:27])[N:24]=3)[N:19]=[CH:18][CH:17]=2)[OH:28])[C@H:10]([C:29]([F:30])([F:32])[F:31])[CH2:9]1, predict the reactants needed to synthesize it. The reactants are: C(OC(=O)[NH:7][C@H:8]1[CH2:13][CH2:12][N:11]([CH2:14][C@H:15]([OH:28])[C:16]2[C:25]3[C:20](=[CH:21][CH:22]=[C:23]([O:26][CH3:27])[N:24]=3)[N:19]=[CH:18][CH:17]=2)[C@H:10]([C:29]([F:32])([F:31])[F:30])[CH2:9]1)(C)(C)C.C(O)(C(F)(F)F)=O. (4) The reactants are: [CH3:1][CH:2]([CH3:22])[CH2:3][CH:4]([C:16]1[CH:21]=[CH:20][CH:19]=[CH:18][CH:17]=1)[CH2:5][NH:6][C:7]([C:9]1[CH:14]=[CH:13][CH:12]=[C:11]([NH2:15])[N:10]=1)=[O:8].[Cl:23][CH2:24][C:25]([CH2:27]Cl)=O. Given the product [CH3:1][CH:2]([CH3:22])[CH2:3][CH:4]([C:16]1[CH:17]=[CH:18][CH:19]=[CH:20][CH:21]=1)[CH2:5][NH:6][C:7]([C:9]1[N:10]2[CH:27]=[C:25]([CH2:24][Cl:23])[N:15]=[C:11]2[CH:12]=[CH:13][CH:14]=1)=[O:8], predict the reactants needed to synthesize it.